Task: Predict the product of the given reaction.. Dataset: Forward reaction prediction with 1.9M reactions from USPTO patents (1976-2016) (1) The product is: [CH2:23]([NH:22][C:6](=[O:7])[C:5]1[CH:9]=[CH:10][C:2]([CH3:1])=[C:3]([B:11]2[O:15][C:14]([CH3:17])([CH3:16])[C:13]([CH3:19])([CH3:18])[O:12]2)[CH:4]=1)[CH3:24]. Given the reactants [CH3:1][C:2]1[CH:10]=[CH:9][C:5]([C:6](O)=[O:7])=[CH:4][C:3]=1[B:11]1[O:15][C:14]([CH3:17])([CH3:16])[C:13]([CH3:19])([CH3:18])[O:12]1.Cl.C[N:22](C)[CH2:23][CH2:24]CN=C=NCC.ON1C2N=CC=CC=2N=N1.C(N)C, predict the reaction product. (2) Given the reactants [CH3:1][CH:2]1[CH2:9][C@H:8]2[C@H:4]([CH2:5][NH:6][C@@H:7]2[CH2:10][NH:11][C:12]([C:14]2[N:21]3[C:17]([S:18][CH:19]=[CH:20]3)=[N:16][C:15]=2[CH3:22])=[O:13])[CH2:3]1.[F:23][C:24]1[CH:25]=[C:26]([C:31]2[S:35][C:34]([CH3:36])=[N:33][C:32]=2[C:37](O)=[O:38])[CH:27]=[CH:28][C:29]=1[F:30], predict the reaction product. The product is: [F:23][C:24]1[CH:25]=[C:26]([C:31]2[S:35][C:34]([CH3:36])=[N:33][C:32]=2[C:37]([N:6]2[CH2:5][C@H:4]3[C@H:8]([CH2:9][CH:2]([CH3:1])[CH2:3]3)[C@H:7]2[CH2:10][NH:11][C:12]([C:14]2[N:21]3[C:17]([S:18][CH:19]=[CH:20]3)=[N:16][C:15]=2[CH3:22])=[O:13])=[O:38])[CH:27]=[CH:28][C:29]=1[F:30]. (3) The product is: [CH3:1][O:2][C:3]1[CH:4]=[CH:5][C:6]2[S:12][CH2:11][CH2:10][N:9]([CH2:13][C:14]3[CH:23]=[CH:22][C:17]([C:18]([OH:20])=[O:19])=[CH:16][CH:15]=3)[CH2:8][C:7]=2[N:24]=1. Given the reactants [CH3:1][O:2][C:3]1[CH:4]=[CH:5][C:6]2[S:12][CH2:11][CH2:10][N:9]([CH2:13][C:14]3[CH:23]=[CH:22][C:17]([C:18]([O:20]C)=[O:19])=[CH:16][CH:15]=3)[CH2:8][C:7]=2[N:24]=1.[OH-].[Li+].CO.C1COCC1, predict the reaction product. (4) The product is: [OH:6][C:7]1[C:12]2[N:13]=[CH:14][S:15][C:11]=2[CH:10]=[CH:9][CH:8]=1. Given the reactants B(Br)(Br)Br.C[O:6][C:7]1[C:12]2[N:13]=[CH:14][S:15][C:11]=2[CH:10]=[CH:9][CH:8]=1, predict the reaction product. (5) Given the reactants [N+:1]([C:4]1[CH:9]=[CH:8][C:7]([CH2:10][C:11]([NH2:13])=[O:12])=[CH:6][CH:5]=1)([O-:3])=[O:2].[C:14](OC(=O)C)(=[O:16])[CH3:15], predict the reaction product. The product is: [C:14]([NH:13][C:11](=[O:12])[CH2:10][C:7]1[CH:6]=[CH:5][C:4]([N+:1]([O-:3])=[O:2])=[CH:9][CH:8]=1)(=[O:16])[CH3:15]. (6) Given the reactants [I-].C1([C:8]([PH3+])([C:15]2[CH:20]=C[CH:18]=[CH:17][CH:16]=2)C2C=CC=CC=2)C=CC=CC=1.C([O-])(C)(C)C.[K+].[C:28]([N:35]1CCCC(=O)C1)([O:30][C:31]([CH3:34])([CH3:33])[CH3:32])=[O:29], predict the reaction product. The product is: [C:28]([N:35]1[CH2:18][CH2:17][CH2:16][C:15](=[CH2:20])[CH2:8]1)([O:30][C:31]([CH3:34])([CH3:33])[CH3:32])=[O:29]. (7) Given the reactants Br[C:2]1[CH:7]=[CH:6][CH:5]=[C:4]([O:8][CH3:9])[N:3]=1.C(=O)([O-])[O-].[Cs+].[Cs+].[C:16]([O:20][CH3:21])(=[O:19])[CH:17]=[CH2:18], predict the reaction product. The product is: [CH3:9][O:8][C:4]1[N:3]=[C:2]([CH:18]=[CH:17][C:16]([O:20][CH3:21])=[O:19])[CH:7]=[CH:6][CH:5]=1. (8) Given the reactants [Cl:1][C:2]1[CH:3]=[C:4]([NH:9][C:10]([C:12]2[N:13]=[N:14][S:15][C:16]=2[CH2:17][O:18][Si:19]([CH:26]([CH3:28])[CH3:27])([CH:23]([CH3:25])[CH3:24])[CH:20]([CH3:22])[CH3:21])=[S:11])[CH:5]=[CH:6][C:7]=1[F:8].[CH2:29](Cl)Cl.CCN(C(C)C)C(C)C.FC(F)(F)S(OC)(=O)=O, predict the reaction product. The product is: [Cl:1][C:2]1[CH:3]=[C:4]([N:9]=[C:10]([C:12]2[N:13]=[N:14][S:15][C:16]=2[CH2:17][O:18][Si:19]([CH:23]([CH3:25])[CH3:24])([CH:26]([CH3:28])[CH3:27])[CH:20]([CH3:21])[CH3:22])[S:11][CH3:29])[CH:5]=[CH:6][C:7]=1[F:8]. (9) Given the reactants [CH3:1][O:2][C:3]1[CH:4]=[C:5]2[C:10](=[CH:11][C:12]=1[O:13][CH3:14])[N:9]=[CH:8][N:7]=[C:6]2[O:15][C:16]1[CH:22]=[CH:21][C:19]([NH2:20])=[CH:18][CH:17]=1.C1(C)C=CC=CC=1.C(N(CC)CC)C.Cl[C:38](Cl)([O:40]C(=O)OC(Cl)(Cl)Cl)Cl.[CH3:49][O:50][C:51]1[CH:52]=[C:53]([CH:57]=[CH:58][CH:59]=1)[CH:54]([OH:56])[CH3:55], predict the reaction product. The product is: [CH3:1][O:2][C:3]1[CH:4]=[C:5]2[C:10](=[CH:11][C:12]=1[O:13][CH3:14])[N:9]=[CH:8][N:7]=[C:6]2[O:15][C:16]1[CH:22]=[CH:21][C:19]([NH:20][C:38](=[O:40])[O:56][CH:54]([C:53]2[CH:57]=[CH:58][CH:59]=[C:51]([O:50][CH3:49])[CH:52]=2)[CH3:55])=[CH:18][CH:17]=1.